This data is from Reaction yield outcomes from USPTO patents with 853,638 reactions. The task is: Predict the reaction yield, written as a fraction of the theoretical maximum amount of product (1.0 means a 100% yield; for example, 0.34 means a 34% yield). The reactants are C(OP([CH2:9][C:10]([O:12][CH2:13][CH3:14])=[O:11])(OCC)=O)C.[H-].[Na+].[CH3:17][O:18][CH2:19][O:20][C:21]1[CH:28]=[CH:27][C:24]([CH:25]=O)=[C:23]([O:29][C:30]2[CH:35]=[CH:34][C:33]([C:36]([F:39])([F:38])[F:37])=[CH:32][N:31]=2)[CH:22]=1.[Cl-].[NH4+]. The catalyst is O1CCCC1. The product is [CH3:17][O:18][CH2:19][O:20][C:21]1[CH:28]=[CH:27][C:24](/[CH:25]=[CH:9]/[C:10]([O:12][CH2:13][CH3:14])=[O:11])=[C:23]([O:29][C:30]2[CH:35]=[CH:34][C:33]([C:36]([F:38])([F:39])[F:37])=[CH:32][N:31]=2)[CH:22]=1. The yield is 0.930.